Predict which catalyst facilitates the given reaction. From a dataset of Catalyst prediction with 721,799 reactions and 888 catalyst types from USPTO. (1) Reactant: [CH3:1][O:2][C:3]1[CH:4]=[C:5]([CH2:11][CH2:12][C:13]#[N:14])[CH:6]=[CH:7][C:8]=1[O:9][CH3:10].C([O-])(=O)C.[Na+].[Br:20]Br.O. Product: [Br:20][C:6]1[CH:7]=[C:8]([O:9][CH3:10])[C:3]([O:2][CH3:1])=[CH:4][C:5]=1[CH2:11][CH2:12][C:13]#[N:14]. The catalyst class is: 15. (2) Reactant: C[CH2:2][N:3](C(C)C)C(C)C.FC(F)(F)C([O-])=O.[F:17][C:18]([F:26])([F:25])[CH2:19][NH:20][C:21]([NH2+]C)=[O:22].C1CN([P+](ON2N=NC3C=CC=CC2=3)(N2CCCC2)N2CCCC2)CC1.F[P-](F)(F)(F)(F)F.[Cl:60][C:61]1[CH:62]=[C:63]([C:68]2([C:82]([F:85])([F:84])[F:83])[O:72][N:71]=[C:70]([C:73]3[O:77][C:76]([CH3:78])=[C:75]([C:79](O)=[O:80])[CH:74]=3)[CH2:69]2)[CH:64]=[C:65]([Cl:67])[CH:66]=1. Product: [Cl:60][C:61]1[CH:62]=[C:63]([C:68]2([C:82]([F:85])([F:84])[F:83])[O:72][N:71]=[C:70]([C:73]3[O:77][C:76]([CH3:78])=[C:75]([C:79]([NH:3][CH2:2][C:21](=[O:22])[NH:20][CH2:19][C:18]([F:17])([F:25])[F:26])=[O:80])[CH:74]=3)[CH2:69]2)[CH:64]=[C:65]([Cl:67])[CH:66]=1. The catalyst class is: 4. (3) Reactant: Br[CH2:2][CH2:3][CH2:4][CH2:5][CH2:6][CH2:7][CH2:8][CH2:9][O:10][C:11]1[CH:16]=[CH:15][C:14]([C:17]([CH3:20])([CH3:19])[CH3:18])=[CH:13][CH:12]=1.[I-:21].[Na+].C(OCCCCCCCCCCN)CCCCC. Product: [C:17]([C:14]1[CH:15]=[CH:16][C:11]([O:10][CH2:9][CH2:8][CH2:7][CH2:6][CH2:5][CH2:4][CH2:3][CH2:2][I:21])=[CH:12][CH:13]=1)([CH3:20])([CH3:19])[CH3:18]. The catalyst class is: 21. (4) Reactant: Cl[CH2:2][C:3]1[N:4]=[C:5]([CH:8]([CH3:10])[CH3:9])[S:6][CH:7]=1.CCN(C(C)C)C(C)C.[C:20]([N:27]1[CH2:32][CH2:31][NH:30][CH2:29][CH2:28]1)([O:22][C:23]([CH3:26])([CH3:25])[CH3:24])=[O:21]. Product: [CH:8]([C:5]1[S:6][CH:7]=[C:3]([CH2:2][N:30]2[CH2:29][CH2:28][N:27]([C:20]([O:22][C:23]([CH3:26])([CH3:25])[CH3:24])=[O:21])[CH2:32][CH2:31]2)[N:4]=1)([CH3:10])[CH3:9]. The catalyst class is: 91. (5) Reactant: [C:1](=[O:12])([O:7][C:8]([CH3:11])([CH3:10])[CH3:9])OC(C)(C)C.[S:13]1[C:17]2[CH2:18][CH:19]([NH2:22])[CH2:20][CH2:21][C:16]=2[N:15]=[C:14]1[NH2:23].[Cl-].[Na+]. Product: [NH2:23][C:14]1[S:13][C:17]2[CH2:18][CH:19]([NH:22][C:1](=[O:12])[O:7][C:8]([CH3:9])([CH3:10])[CH3:11])[CH2:20][CH2:21][C:16]=2[N:15]=1. The catalyst class is: 213. (6) Reactant: [CH3:1][NH:2][C:3]1[N:8]=[C:7]([CH2:9][C:10](OCC)=[O:11])[CH:6]=[CH:5][CH:4]=1.[H-].[Al+3].[Li+].[H-].[H-].[H-]. Product: [CH3:1][NH:2][C:3]1[N:8]=[C:7]([CH2:9][CH2:10][OH:11])[CH:6]=[CH:5][CH:4]=1. The catalyst class is: 1. (7) Reactant: FC(F)(F)C(OC(=O)C(F)(F)F)=[O:4].[CH:14]1([C:17]2[CH:22]=[N+:21]([O-])[C:20]([C:24]([O:26][CH2:27][CH3:28])=[O:25])=[CH:19][CH:18]=2)[CH2:16][CH2:15]1.O. Product: [CH:14]1([C:17]2[CH:18]=[CH:19][C:20]([C:24]([O:26][CH2:27][CH3:28])=[O:25])=[N:21][C:22]=2[OH:4])[CH2:16][CH2:15]1. The catalyst class is: 9. (8) Reactant: [CH:1]1([C@H:7]([NH:12][C:13]([C:15]2[CH:20]=[CH:19][C:18]([F:21])=[CH:17][C:16]=2[NH:22][C:23]([NH:25][C:26]2[C:31]([CH3:32])=[CH:30][C:29]([CH2:33][CH:34]=[CH2:35])=[CH:28][C:27]=2[CH3:36])=[O:24])=[O:14])[C:8]([O:10][CH3:11])=[O:9])[CH2:6][CH2:5][CH2:4][CH2:3][CH2:2]1.[H][H]. Product: [CH:1]1([C@H:7]([NH:12][C:13]([C:15]2[CH:20]=[CH:19][C:18]([F:21])=[CH:17][C:16]=2[NH:22][C:23]([NH:25][C:26]2[C:31]([CH3:32])=[CH:30][C:29]([CH2:33][CH2:34][CH3:35])=[CH:28][C:27]=2[CH3:36])=[O:24])=[O:14])[C:8]([O:10][CH3:11])=[O:9])[CH2:6][CH2:5][CH2:4][CH2:3][CH2:2]1. The catalyst class is: 78. (9) Reactant: [OH:1][C:2]1[CH:7]=[CH:6][C:5]([CH2:8][C:9]([N:11]2[CH2:16][CH2:15][N:14]([C:17]3[N:24]=[CH:23][CH:22]=[CH:21][C:18]=3[C:19]#[N:20])[CH2:13][CH2:12]2)=[O:10])=[CH:4][CH:3]=1.[H-].[Na+].Br.Br[CH2:29][C:30]1[CH:35]=[CH:34][N:33]=[CH:32][CH:31]=1. Product: [N:33]1[CH:34]=[CH:35][C:30]([CH2:29][O:1][C:2]2[CH:7]=[CH:6][C:5]([CH2:8][C:9]([N:11]3[CH2:12][CH2:13][N:14]([C:17]4[N:24]=[CH:23][CH:22]=[CH:21][C:18]=4[C:19]#[N:20])[CH2:15][CH2:16]3)=[O:10])=[CH:4][CH:3]=2)=[CH:31][CH:32]=1. The catalyst class is: 9. (10) Reactant: [C:1]([CH2:4][O:5][C:6]1[CH:16]=[CH:15][CH:14]=[CH:13][C:7]=1[O:8][CH2:9][C:10]([NH2:12])=[O:11])(=[O:3])[NH2:2].[Cl:17][S:18](O)(=[O:20])=[O:19].ClCCl. Product: [C:10]([CH2:9][O:8][C:7]1[CH:13]=[CH:14][C:15]([S:18]([Cl:17])(=[O:20])=[O:19])=[CH:16][C:6]=1[O:5][CH2:4][C:1]([NH2:2])=[O:3])(=[O:11])[NH2:12]. The catalyst class is: 6.